Task: Predict the reactants needed to synthesize the given product.. Dataset: Full USPTO retrosynthesis dataset with 1.9M reactions from patents (1976-2016) (1) Given the product [O:49]=[C:45]1[C:46]2[C:42](=[CH:41][C:40]([C:6]3[N:11]4[CH:12]=[CH:13][N:14]=[C:10]4[C:9]([NH:15][C:16]4[CH:17]=[CH:18][C:19]([CH:22]5[CH2:27][CH2:26][N:25]([CH2:28][C:29]([NH2:31])=[O:30])[CH2:24][CH2:23]5)=[CH:20][CH:21]=4)=[N:8][CH:7]=3)=[CH:48][CH:47]=2)[CH2:43][NH:44]1, predict the reactants needed to synthesize it. The reactants are: N1C=C([C:6]2[N:11]3[CH:12]=[CH:13][N:14]=[C:10]3[C:9]([NH:15][C:16]3[CH:21]=[CH:20][C:19]([CH:22]4[CH2:27][CH2:26][N:25]([CH2:28][C:29]([NH2:31])=[O:30])[CH2:24][CH2:23]4)=[CH:18][CH:17]=3)=[N:8][CH:7]=2)C=N1.CC1(C)C(C)(C)OB([C:40]2[CH:41]=[C:42]3[C:46](=[CH:47][CH:48]=2)[C:45](=[O:49])[NH:44][CH2:43]3)O1. (2) Given the product [NH2:27][C:24]1[CH:25]=[CH:26][C:7]2[O:6][C:5]([CH2:1][CH2:2][CH2:3][CH3:4])=[C:9]([C:10]([C:12]3[CH:13]=[CH:14][C:15]([O:16][CH2:17][CH2:18][CH2:19][OH:20])=[CH:21][CH:22]=3)=[O:11])[C:8]=2[CH:23]=1, predict the reactants needed to synthesize it. The reactants are: [CH2:1]([C:5]1[O:6][C:7]2[CH:26]=[CH:25][C:24]([N+:27]([O-])=O)=[CH:23][C:8]=2[C:9]=1[C:10]([C:12]1[CH:22]=[CH:21][C:15]([O:16][CH2:17][CH2:18][CH2:19][OH:20])=[CH:14][CH:13]=1)=[O:11])[CH2:2][CH2:3][CH3:4]. (3) Given the product [Si:1]([O:8][C@H:9]([C:37]1[CH:38]=[N:39][C:40]([Cl:43])=[CH:41][CH:42]=1)[C@H:10]([NH:24][C:25](=[O:36])[O:26][CH2:27][C:28]1[CH:29]=[CH:30][C:31]([O:34][CH3:35])=[CH:32][CH:33]=1)[CH2:11][CH2:12][C:13](=[O:51])[CH2:14][C:15]1[CH:16]=[CH:17][C:18]([N+:21]([O-:23])=[O:22])=[CH:19][CH:20]=1)([C:4]([CH3:7])([CH3:6])[CH3:5])([CH3:3])[CH3:2], predict the reactants needed to synthesize it. The reactants are: [Si:1]([O:8][C@H:9]([C:37]1[CH:38]=[N:39][C:40]([Cl:43])=[CH:41][CH:42]=1)[C@H:10]([NH:24][C:25](=[O:36])[O:26][CH2:27][C:28]1[CH:33]=[CH:32][C:31]([O:34][CH3:35])=[CH:30][CH:29]=1)[CH2:11][CH2:12][C:13]#[C:14][C:15]1[CH:20]=[CH:19][C:18]([N+:21]([O-:23])=[O:22])=[CH:17][CH:16]=1)([C:4]([CH3:7])([CH3:6])[CH3:5])([CH3:3])[CH3:2].N1CCCC1.C(O)(=[O:51])C.